This data is from Full USPTO retrosynthesis dataset with 1.9M reactions from patents (1976-2016). The task is: Predict the reactants needed to synthesize the given product. Given the product [C:12]([C:11]1[CH:15]=[CH:16][C:8]([C:6]([O:5][C:1]([CH3:4])([CH3:3])[CH3:2])=[O:7])=[C:9]([CH3:17])[CH:10]=1)(=[O:13])[NH2:19], predict the reactants needed to synthesize it. The reactants are: [C:1]([O:5][C:6]([C:8]1[CH:16]=[CH:15][C:11]([C:12](O)=[O:13])=[CH:10][C:9]=1[CH3:17])=[O:7])([CH3:4])([CH3:3])[CH3:2].C[N:19]1CCOCC1.C(OC(Cl)=O)C(C)C.[OH-].[NH4+].